Dataset: Catalyst prediction with 721,799 reactions and 888 catalyst types from USPTO. Task: Predict which catalyst facilitates the given reaction. (1) Reactant: [CH3:1][C:2]#[N:3].[Li]CCCC.[S:9]1[CH2:14][CH2:13][CH:12]([C:15](OC)=[O:16])[CH2:11][CH2:10]1. Product: [O:16]=[C:15]([CH:12]1[CH2:13][CH2:14][S:9][CH2:10][CH2:11]1)[CH2:1][C:2]#[N:3]. The catalyst class is: 1. (2) Reactant: [OH-].[Li+:2].[O-2].[O-2].[O-2].[O-2].[O-2].[V+5:8].[V+5].O=[CH:11][C@@H]([C@H]([C@@H]([C@@H](CO)O)O)O)O.[P:22](=[O:26])([OH:25])([OH:24])[OH:23]. Product: [P:22]([O-:26])([O-:25])([O-:24])=[O:23].[V+5:8].[Li+:2].[P:22]([O-:26])([O-:25])([O-:24])=[O:23].[C:11]. The catalyst class is: 6. (3) Reactant: [CH3:1][C@@H:2]([NH2:11])[C@H:3]([OH:10])[C:4]1[CH:9]=[CH:8][CH:7]=[CH:6][CH:5]=1.Cl[C:13](Cl)([O:15]C(=O)OC(Cl)(Cl)Cl)Cl. Product: [CH3:1][C@H:2]1[C@H:3]([C:4]2[CH:5]=[CH:6][CH:7]=[CH:8][CH:9]=2)[O:10][C:13](=[O:15])[NH:11]1. The catalyst class is: 2. (4) Reactant: [Br:1][C:2]1[CH:7]=[CH:6][C:5]([C:8]2([CH2:19][OH:20])[CH2:13][CH2:12][C:11](=[CH:14][C:15]([O:17][CH3:18])=[O:16])[CH2:10][CH2:9]2)=[CH:4][CH:3]=1.[H-].[Na+]. Product: [Br:1][C:2]1[CH:3]=[CH:4][C:5]([C:8]23[CH2:9][CH2:10][C:11]([CH2:14][C:15]([O:17][CH3:18])=[O:16])([CH2:12][CH2:13]2)[O:20][CH2:19]3)=[CH:6][CH:7]=1. The catalyst class is: 12. (5) Reactant: Cl.Cl.[NH2:3][N:4]=[CH:5][NH:6][O:7][CH2:8][CH2:9][NH:10][C:11](=[O:32])[CH2:12][N:13]1[C:18]([CH3:19])=[CH:17][N:16]=[C:15]([NH:20][CH2:21][C:22]([F:30])([F:29])[C:23]2[CH:28]=[CH:27][CH:26]=[CH:25][CH:24]=2)[C:14]1=[O:31].[OH-].[Na+]. Product: [NH2:3][N:4]=[CH:5][NH:6][O:7][CH2:8][CH2:9][NH:10][C:11](=[O:32])[CH2:12][N:13]1[C:18]([CH3:19])=[CH:17][N:16]=[C:15]([NH:20][CH2:21][C:22]([F:30])([F:29])[C:23]2[CH:28]=[CH:27][CH:26]=[CH:25][CH:24]=2)[C:14]1=[O:31]. The catalyst class is: 6. (6) Reactant: [F:1][C:2]1[CH:3]=[C:4]([CH:8]=[CH:9][C:10]=1[N:11]1[CH2:16][CH2:15][O:14][CH2:13][C:12]1=[O:17])[C:5](Cl)=[O:6].[Cl:18][C:19]1[CH:32]=[CH:31][C:22]2[NH:23][C:24]([C@@H:26]([NH2:30])[CH2:27][O:28][CH3:29])=[N:25][C:21]=2[CH:20]=1. Product: [Cl:18][C:19]1[CH:32]=[CH:31][C:22]2[NH:23][C:24]([C@@H:26]([NH:30][C:5](=[O:6])[C:4]3[CH:8]=[CH:9][C:10]([N:11]4[CH2:16][CH2:15][O:14][CH2:13][C:12]4=[O:17])=[C:2]([F:1])[CH:3]=3)[CH2:27][O:28][CH3:29])=[N:25][C:21]=2[CH:20]=1. The catalyst class is: 1.